From a dataset of Reaction yield outcomes from USPTO patents with 853,638 reactions. Predict the reaction yield, written as a fraction of the theoretical maximum amount of product (1.0 means a 100% yield; for example, 0.34 means a 34% yield). (1) The reactants are [NH2:1][C:2]1[N:32]=[CH:31][CH:30]=[CH:29][C:3]=1[C:4]([C:6]1[C:15]2[C:10](=[CH:11][CH:12]=[CH:13][CH:14]=2)[CH:9]=[C:8]([N:16]2[CH2:21][CH2:20][N:19](C(OC(C)(C)C)=O)[CH2:18][CH2:17]2)[N:7]=1)=[O:5].[F:33][C:34]([F:39])([F:38])[C:35]([OH:37])=[O:36]. The catalyst is ClCCl. The product is [F:33][C:34]([F:39])([F:38])[C:35]([OH:37])=[O:36].[F:33][C:34]([F:39])([F:38])[C:35]([OH:37])=[O:36].[NH2:1][C:2]1[C:3]([C:4]([C:6]2[C:15]3[C:10](=[CH:11][CH:12]=[CH:13][CH:14]=3)[CH:9]=[C:8]([N:16]3[CH2:21][CH2:20][NH:19][CH2:18][CH2:17]3)[N:7]=2)=[O:5])=[CH:29][CH:30]=[CH:31][N:32]=1. The yield is 0.260. (2) The reactants are [I:1][C:2]1[CH:12]=[N:11][C:5]2[NH:6][CH2:7][C:8](=[O:10])[NH:9][C:4]=2[CH:3]=1.[F:13][C:14]1[CH:21]=[CH:20][C:19]([F:22])=[CH:18][C:15]=1[CH2:16]Br. No catalyst specified. The product is [F:13][C:14]1[CH:21]=[CH:20][C:19]([F:22])=[CH:18][C:15]=1[CH2:16][N:9]1[C:8](=[O:10])[CH2:7][NH:6][C:5]2[N:11]=[CH:12][C:2]([I:1])=[CH:3][C:4]1=2. The yield is 0.700. (3) The product is [CH3:1][Si:2]([CH3:15])([CH3:14])[CH2:3][CH2:4][O:5][CH2:6][N:7]1[CH:11]=[CH:10][C:9]([CH:12]=[O:13])=[N:8]1. The catalyst is C1COCC1.O=[Mn]=O. The reactants are [CH3:1][Si:2]([CH3:15])([CH3:14])[CH2:3][CH2:4][O:5][CH2:6][N:7]1[CH:11]=[CH:10][C:9]([CH2:12][OH:13])=[N:8]1. The yield is 0.865. (4) The reactants are Cl[C:2]1[N:3]=[CH:4][C:5]2[S:10][CH:9]=[C:8]([C:11]3[CH:16]=[CH:15][CH:14]=[CH:13][C:12]=3[C:17]([F:20])([F:19])[F:18])[C:6]=2[N:7]=1.[CH2:21]([N:23]1[CH2:28][CH2:27][N:26]([C:29]2[N:34]=[CH:33][C:32]([NH2:35])=[CH:31][CH:30]=2)[CH2:25][CH2:24]1)[CH3:22]. No catalyst specified. The product is [CH2:21]([N:23]1[CH2:24][CH2:25][N:26]([C:29]2[N:34]=[CH:33][C:32]([NH:35][C:2]3[N:3]=[CH:4][C:5]4[S:10][CH:9]=[C:8]([C:11]5[CH:16]=[CH:15][CH:14]=[CH:13][C:12]=5[C:17]([F:20])([F:19])[F:18])[C:6]=4[N:7]=3)=[CH:31][CH:30]=2)[CH2:27][CH2:28]1)[CH3:22]. The yield is 0.610. (5) The reactants are Cl[CH2:2][CH2:3][CH2:4][C:5]1[C:13]2[C:8](=[CH:9][CH:10]=[CH:11][CH:12]=2)[NH:7][N:6]=1.[C-:14]#[N:15].[Na+]. The catalyst is CN(C)C=O. The product is [C:14]([CH2:2][CH2:3][CH2:4][C:5]1[C:13]2[C:8](=[CH:9][CH:10]=[CH:11][CH:12]=2)[NH:7][N:6]=1)#[N:15]. The yield is 0.830. (6) The reactants are S([O:11][CH2:12][CH2:13][O:14][CH2:15][CH2:16][O:17][CH2:18][CH2:19][O:20]S(C1C=CC(C)=CC=1)(=O)=O)(C1C=CC(C)=CC=1)(=O)=O. The catalyst is C(OCC)(=O)C. The product is [CH2:12]([OH:11])[CH2:13][O:14][CH2:15][CH2:16][O:17][CH2:18][CH2:19][OH:20]. The yield is 0.890. (7) The reactants are [Br:1][C:2]1[CH:7]=[CH:6][C:5]([C:8]([F:11])([F:10])[F:9])=[CH:4][C:3]=1[C:12]1[CH2:17][CH2:16][N:15]([C:18]([O:20][C:21]([CH3:24])([CH3:23])[CH3:22])=[O:19])[CH2:14][CH:13]=1. The catalyst is CCO.C(Cl)Cl.[Pt](=O)=O. The product is [Br:1][C:2]1[CH:7]=[CH:6][C:5]([C:8]([F:11])([F:9])[F:10])=[CH:4][C:3]=1[CH:12]1[CH2:17][CH2:16][N:15]([C:18]([O:20][C:21]([CH3:24])([CH3:23])[CH3:22])=[O:19])[CH2:14][CH2:13]1. The yield is 0.396.